This data is from Forward reaction prediction with 1.9M reactions from USPTO patents (1976-2016). The task is: Predict the product of the given reaction. (1) Given the reactants [CH3:1][O:2][C:3]1[CH:8]=[CH:7][C:6]([C@@H:9]2[C@@H:14]([O:15][CH2:16][C:17]3[CH:18]=[CH:19][C:20]4[O:25][CH2:24][CH2:23][N:22]([CH2:26][CH2:27][CH2:28][O:29][CH3:30])[C:21]=4[CH:31]=3)[CH2:13][N:12]([S:32]([C:35]3[CH:40]=[CH:39][C:38]([CH3:41])=[CH:37][CH:36]=3)(=[O:34])=[O:33])[CH2:11][C@H:10]2[O:42][CH2:43][C:44](OC)=[O:45])=[CH:5][CH:4]=1.[CH3:48][N-:49][CH3:50], predict the reaction product. The product is: [CH3:1][O:2][C:3]1[CH:4]=[CH:5][C:6]([C@@H:9]2[C@@H:14]([O:15][CH2:16][C:17]3[CH:18]=[CH:19][C:20]4[O:25][CH2:24][CH2:23][N:22]([CH2:26][CH2:27][CH2:28][O:29][CH3:30])[C:21]=4[CH:31]=3)[CH2:13][N:12]([S:32]([C:35]3[CH:36]=[CH:37][C:38]([CH3:41])=[CH:39][CH:40]=3)(=[O:34])=[O:33])[CH2:11][C@H:10]2[O:42][CH2:43][C:44]([N:49]([CH3:50])[CH3:48])=[O:45])=[CH:7][CH:8]=1. (2) Given the reactants [F:1][C:2]1[C:3]([N+:17]([O-:19])=[O:18])=[C:4]([CH:14]=[CH:15][CH:16]=1)[N:5]([CH2:10][CH:11]([CH3:13])[CH3:12])[CH2:6][CH:7]([CH3:9])[CH3:8].[Br:20]N1C(=O)CCC1=O, predict the reaction product. The product is: [Br:20][C:16]1[CH:15]=[CH:14][C:4]([N:5]([CH2:10][CH:11]([CH3:12])[CH3:13])[CH2:6][CH:7]([CH3:8])[CH3:9])=[C:3]([N+:17]([O-:19])=[O:18])[C:2]=1[F:1]. (3) Given the reactants [Br:1]N1C(=O)CCC1=O.[F:9][C:10]1[CH:11]=[C:12]([N:18]2[CH:22]=[CH:21][CH:20]=[N:19]2)[CH:13]=[CH:14][C:15]=1[O:16][CH3:17], predict the reaction product. The product is: [Br:1][C:21]1[CH:20]=[N:19][N:18]([C:12]2[CH:13]=[CH:14][C:15]([O:16][CH3:17])=[C:10]([F:9])[CH:11]=2)[CH:22]=1. (4) Given the reactants Br[C:2]1[N:3]=[C:4]2[CH2:12][CH2:11][CH2:10][N:9]([CH2:13][CH2:14][CH2:15][CH2:16][CH2:17][CH2:18][C:19]([O:21][CH2:22][CH3:23])=[O:20])[C:5]2=[N:6][C:7]=1[Cl:8].B(O)(O)[C:25]1[CH:26]=[CH:27][C:28]([CH3:31])=[CH:29][CH:30]=1.C(=O)([O-])[O-].[K+].[K+].N#N, predict the reaction product. The product is: [Cl:8][C:7]1[N:6]=[C:5]2[N:9]([CH2:13][CH2:14][CH2:15][CH2:16][CH2:17][CH2:18][C:19]([O:21][CH2:22][CH3:23])=[O:20])[CH2:10][CH2:11][CH2:12][C:4]2=[N:3][C:2]=1[C:25]1[CH:30]=[CH:29][C:28]([CH3:31])=[CH:27][CH:26]=1. (5) Given the reactants N[C:2]12C(=O)C3[C:14](=[CH:15][CH:16]=[CH:17][CH:18]=3)[C:3]1([OH:22])[O:4][C:5]1[C:10]2=[CH:9][CH:8]=[C:7]([CH:11]([CH3:13])[CH3:12])[CH:6]=1.C([N:25]([CH2:28][CH3:29])CC)C.Cl[C:31]([O:33][CH3:34])=[O:32].[O:35]1CCCC1, predict the reaction product. The product is: [CH3:34][O:33][C:31](=[O:32])[NH:25][C:28]12[C:29]3[C:14](=[CH:15][CH:16]=[CH:17][CH:18]=3)[C:3](=[O:22])[C:2]1([OH:35])[C:10]1[C:5]([O:4]2)=[CH:6][C:7]([CH:11]([CH3:13])[CH3:12])=[CH:8][CH:9]=1. (6) Given the reactants [CH3:1][C@H:2]1[CH2:7][NH:6][CH2:5][C@H:4]([CH3:8])[N:3]1[C:9]1[O:10][C:11]2[C:12](=[C:14]([C:18]([O-:20])=[O:19])[CH:15]=[CH:16][CH:17]=2)[N:13]=1.[Li+].C([O-])(O)=O.[Na+].Cl[C:28]([O:30][CH2:31][CH:32]([CH3:34])[CH3:33])=[O:29].Cl, predict the reaction product. The product is: [CH2:31]([O:30][C:28]([N:6]1[CH2:5][C@H:4]([CH3:8])[N:3]([C:9]2[O:10][C:11]3[C:12](=[C:14]([C:18]([OH:20])=[O:19])[CH:15]=[CH:16][CH:17]=3)[N:13]=2)[C@@H:2]([CH3:1])[CH2:7]1)=[O:29])[CH:32]([CH3:34])[CH3:33]. (7) Given the reactants [CH3:1][N:2]1[CH:7]2[CH2:8][CH2:9][CH:3]1[CH2:4][CH:5]([S:10][C:11]1[CH:16]=[CH:15][C:14]([NH:17][C:18]([C:20]3[CH:24]=[CH:23][S:22][CH:21]=3)=[O:19])=[CH:13][CH:12]=1)[CH2:6]2.[OH:25]OS([O-])=O.[K+].[OH2:31], predict the reaction product. The product is: [CH3:1][N:2]1[CH:7]2[CH2:8][CH2:9][CH:3]1[CH2:4][CH:5]([S:10]([C:11]1[CH:16]=[CH:15][C:14]([NH:17][C:18]([C:20]3[CH:24]=[CH:23][S:22][CH:21]=3)=[O:19])=[CH:13][CH:12]=1)(=[O:25])=[O:31])[CH2:6]2.